From a dataset of Kir2.1 potassium channel HTS with 301,493 compounds. Binary Classification. Given a drug SMILES string, predict its activity (active/inactive) in a high-throughput screening assay against a specified biological target. (1) The compound is S(c1c2CCCc2nc2c1cccc2)CC(=O)Nc1cc(OC)c(OC)c(OC)c1. The result is 0 (inactive). (2) The compound is O=C(N(CC)c1c(CC)cccc1)C1CCN(CC1)c1ncnc2n3c(nc12)CCCCC3. The result is 0 (inactive). (3) The molecule is O=C(NC(CC)CC)Nc1ccc(OC)cc1. The result is 0 (inactive). (4) The compound is S(c1n(Cc2occc2)c(N)cc(=O)n1)Cc1ccccc1. The result is 0 (inactive). (5) The drug is OC(C(NC(=O)CCCCCCCCCCC)C(OCC)=O)c1cc([N+]([O-])=O)ccc1. The result is 0 (inactive).